This data is from Catalyst prediction with 721,799 reactions and 888 catalyst types from USPTO. The task is: Predict which catalyst facilitates the given reaction. Reactant: Cl[C:2]1[N:10]=[C:9]2[C:5]([NH:6][CH:7]=[N:8]2)=[C:4](Cl)[N:3]=1.C(OCC)(=O)C.O1C=CCCC1.CN1CCNCC1. Product: [N:3]1[CH:4]=[C:5]2[C:9]([N:8]=[CH:7][NH:6]2)=[N:10][CH:2]=1. The catalyst class is: 66.